This data is from Full USPTO retrosynthesis dataset with 1.9M reactions from patents (1976-2016). The task is: Predict the reactants needed to synthesize the given product. (1) Given the product [Cl:13][CH2:5][C:6]1[CH:7]=[C:2]([F:1])[C:3]([F:10])=[CH:4][C:11]=1[O:12][CH3:14], predict the reactants needed to synthesize it. The reactants are: [F:1][C:2]1[CH:7]=[CH:6][C:5](OC)=[CH:4][C:3]=1[F:10].[CH2:11]=[O:12].[ClH:13].[C:14](=O)([O-])O.[Na+]. (2) Given the product [CH2:53]([C@H:52]([NH:60][C:61](=[O:70])[C:62]1[CH:67]=[CH:66][CH:65]=[C:64]([OH:68])[C:63]=1[CH3:69])[C@H:51]([OH:71])[C:6]([N:8]1[C@H:12]([C:13](=[O:15])[CH2:27][CH2:26][CH:25]=[CH2:24])[C:11]([CH3:16])([CH3:17])[S:10][CH2:9]1)=[O:7])[C:54]1[CH:59]=[CH:58][CH:57]=[CH:56][CH:55]=1, predict the reactants needed to synthesize it. The reactants are: C(O[C:6]([N:8]1[C@H:12]([C:13]([OH:15])=O)[C:11]([CH3:17])([CH3:16])[S:10][CH2:9]1)=[O:7])(C)(C)C.C(Cl)(=O)C(Cl)=O.[CH2:24]([Mg]Br)[CH2:25][CH:26]=[CH2:27].NC(N)=O.C(NC(C1C(C)(C)C(F)(F)CN1C(=O)[CH:51]([OH:71])[CH:52]([NH:60][C:61](=[O:70])[C:62]1[CH:67]=[CH:66][CH:65]=[C:64]([OH:68])[C:63]=1[CH3:69])[CH2:53][C:54]1[CH:59]=[CH:58][CH:57]=[CH:56][CH:55]=1)=O)C(C)C.C1C=CC2N(O)N=NC=2C=1.C1CCC(N=C=NC2CCCCC2)CC1.Cl.O1CCOCC1. (3) Given the product [Cl:30][C:29]1[C:24]([N:9]([CH2:1][CH2:2][C:3]2[CH:4]=[CH:5][CH:6]=[CH:7][CH:8]=2)[S:10]([C:13]2[CH:14]=[CH:15][C:16]([C:17]([O:19][CH3:20])=[O:18])=[CH:21][CH:22]=2)(=[O:12])=[O:11])=[N:25][CH:26]=[C:27]([C:31]([F:33])([F:32])[F:34])[CH:28]=1, predict the reactants needed to synthesize it. The reactants are: [CH2:1]([NH:9][S:10]([C:13]1[CH:22]=[CH:21][C:16]([C:17]([O:19][CH3:20])=[O:18])=[CH:15][CH:14]=1)(=[O:12])=[O:11])[CH2:2][C:3]1[CH:8]=[CH:7][CH:6]=[CH:5][CH:4]=1.Cl[C:24]1[C:29]([Cl:30])=[CH:28][C:27]([C:31]([F:34])([F:33])[F:32])=[CH:26][N:25]=1.C([O-])([O-])=O.[Cs+].[Cs+].O. (4) The reactants are: Br[C:2]1[CH:3]=[C:4]([CH:8]2[N:12]([C:13]3[CH:18]=[CH:17][C:16]([F:19])=[CH:15][C:14]=3[F:20])[N:11]=[C:10]([C:21]([F:27])([F:26])[C:22]([F:25])([F:24])[F:23])[CH2:9]2)[CH:5]=[CH:6][CH:7]=1.[NH:28]1[CH2:33][CH2:32][O:31][CH2:30][CH2:29]1.C1C=CC(P(C2C(C3C(P(C4C=CC=CC=4)C4C=CC=CC=4)=CC=C4C=3C=CC=C4)=C3C(C=CC=C3)=CC=2)C2C=CC=CC=2)=CC=1.CC(C)([O-])C.[Na+]. Given the product [F:20][C:14]1[CH:15]=[C:16]([F:19])[CH:17]=[CH:18][C:13]=1[N:12]1[CH:8]([C:4]2[CH:5]=[CH:6][CH:7]=[C:2]([N:28]3[CH2:33][CH2:32][O:31][CH2:30][CH2:29]3)[CH:3]=2)[CH2:9][C:10]([C:21]([F:27])([F:26])[C:22]([F:25])([F:24])[F:23])=[N:11]1, predict the reactants needed to synthesize it. (5) Given the product [C:41]([O:40][C:38]([N:8]([C:6]([O:5][C:1]([CH3:2])([CH3:4])[CH3:3])=[O:7])[C:9]1[N:14]=[CH:13][C:12]([CH:15]2[CH2:16][CH:47]2[C:48]([O:50][CH2:51][CH3:52])=[O:49])=[N:11][C:10]=1[C:17]1[O:21][C:20]([C:22]2[CH:27]=[CH:26][C:25]([CH2:28][N:29]([C:30]([O:31][C:32]([CH3:33])([CH3:34])[CH3:35])=[O:36])[CH3:37])=[CH:24][CH:23]=2)=[N:19][N:18]=1)=[O:39])([CH3:44])([CH3:42])[CH3:43], predict the reactants needed to synthesize it. The reactants are: [C:1]([O:5][C:6]([N:8]([C:38]([O:40][C:41]([CH3:44])([CH3:43])[CH3:42])=[O:39])[C:9]1[C:10]([C:17]2[O:21][C:20]([C:22]3[CH:27]=[CH:26][C:25]([CH2:28][N:29]([CH3:37])[C:30](=[O:36])[O:31][C:32]([CH3:35])([CH3:34])[CH3:33])=[CH:24][CH:23]=3)=[N:19][N:18]=2)=[N:11][C:12]([CH:15]=[CH2:16])=[CH:13][N:14]=1)=[O:7])([CH3:4])([CH3:3])[CH3:2].[N+](=[CH:47][C:48]([O:50][CH2:51][CH3:52])=[O:49])=[N-]. (6) The reactants are: [NH2:1][C:2]1[CH:3]=[CH:4][C:5]([O:23][CH3:24])=[C:6]([NH:8][C:9]([NH:11][C:12](=[O:22])[C:13]2[CH:18]=[C:17]([F:19])[C:16]([F:20])=[CH:15][C:14]=2[Cl:21])=[O:10])[CH:7]=1.[CH3:25][N:26]=[C:27]=[O:28]. Given the product [Cl:21][C:14]1[CH:15]=[C:16]([F:20])[C:17]([F:19])=[CH:18][C:13]=1[C:12]([NH:11][C:9](=[O:10])[NH:8][C:6]1[CH:7]=[C:2]([NH:1][C:27]([NH:26][CH3:25])=[O:28])[CH:3]=[CH:4][C:5]=1[O:23][CH3:24])=[O:22], predict the reactants needed to synthesize it. (7) Given the product [C:5]([O:9][C:10]([N:12]([CH2:25][C@@H:26]1[C@@H:30]([C:31]2[CH:36]=[CH:35][CH:34]=[CH:33][CH:32]=2)[CH2:29][N:28]([C:37]([N:39]2[CH2:43][CH2:42][CH:55]([C:58]([O:60][CH2:61][CH3:62])=[O:59])[CH2:54][CH2:40]2)=[O:38])[CH2:27]1)[C@@H:13]([C:15]1[C:16]2[C:21](=[CH:20][CH:19]=[CH:18][CH:17]=2)[CH:22]=[CH:23][CH:24]=1)[CH3:14])=[O:11])([CH3:8])([CH3:6])[CH3:7], predict the reactants needed to synthesize it. The reactants are: ClCCl.[I-].[C:5]([O:9][C:10]([N:12]([CH2:25][C@@H:26]1[C@@H:30]([C:31]2[CH:36]=[CH:35][CH:34]=[CH:33][CH:32]=2)[CH2:29][N:28]([C:37]([N:39]2[CH:43]=[CH:42][N+](C)=[CH:40]2)=[O:38])[CH2:27]1)[C@@H:13]([C:15]1[C:24]2[C:19](=[CH:20][CH:21]=[CH:22][CH:23]=2)[CH:18]=[CH:17][CH:16]=1)[CH3:14])=[O:11])([CH3:8])([CH3:7])[CH3:6].C(N(CC)CC)C.N1CC[CH:55]([C:58]([O:60][CH2:61][CH3:62])=[O:59])[CH2:54]C1. (8) Given the product [CH:2]([Si:10]([O:15][CH3:16])([O:11][CH3:12])[O:13][CH3:14])=[CH:3][CH2:4][CH2:5][CH2:6][CH2:7][CH2:8][CH3:9], predict the reactants needed to synthesize it. The reactants are: Cl.[CH2:2]([Si:10]([O:15][CH3:16])([O:13][CH3:14])[O:11][CH3:12])[CH2:3][CH2:4][CH2:5][CH2:6][CH2:7][CH:8]=[CH2:9]. (9) Given the product [C:41]([O:45][C:46](=[O:67])[NH:47][C@@H:48]1[CH2:53][CH2:52][CH2:51][N:50]([C:54]([C:55]2[CH:60]=[CH:59][C:58]3[N:61]([CH3:62])[C:14]([C:4]4[N:3]([CH2:1][CH3:2])[C:7]5=[CH:8][N:9]=[C:10]([O:12][CH3:13])[CH:11]=[C:6]5[CH:5]=4)=[N:63][C:57]=3[CH:56]=2)=[O:66])[CH2:49]1)([CH3:44])([CH3:42])[CH3:43], predict the reactants needed to synthesize it. The reactants are: [CH2:1]([N:3]1[C:7]2=[CH:8][N:9]=[C:10]([O:12][CH3:13])[CH:11]=[C:6]2[CH:5]=[C:4]1[C:14](O)=O)[CH3:2].CN(C(ON1N=NC2C=CC=NC1=2)=[N+](C)C)C.F[P-](F)(F)(F)(F)F.[C:41]([O:45][C:46](=[O:67])[NH:47][C@@H:48]1[CH2:53][CH2:52][CH2:51][N:50]([C:54](=[O:66])[C:55]2[CH:60]=[CH:59][C:58]([NH:61][CH3:62])=[C:57]([N+:63]([O-])=O)[CH:56]=2)[CH2:49]1)([CH3:44])([CH3:43])[CH3:42].CCN(C(C)C)C(C)C.C(O)(=O)C.C(=O)(O)[O-].[Na+]. (10) Given the product [CH3:22][C:21]1[C:16]([N:13]2[CH2:14][CH2:15][N:10]([C:8]([C:5]3[CH:6]=[CH:7][C:2]([N:27]4[CH2:28][CH2:29][N:25]([CH3:24])[C:26]4=[O:30])=[CH:3][CH:4]=3)=[O:9])[CH2:11][CH2:12]2)=[N:17][CH:18]=[C:19]([CH3:23])[CH:20]=1, predict the reactants needed to synthesize it. The reactants are: Br[C:2]1[CH:7]=[CH:6][C:5]([C:8]([N:10]2[CH2:15][CH2:14][N:13]([C:16]3[C:21]([CH3:22])=[CH:20][C:19]([CH3:23])=[CH:18][N:17]=3)[CH2:12][CH2:11]2)=[O:9])=[CH:4][CH:3]=1.[CH3:24][N:25]1[CH2:29][CH2:28][NH:27][C:26]1=[O:30].